From a dataset of Peptide-MHC class I binding affinity with 185,985 pairs from IEDB/IMGT. Regression. Given a peptide amino acid sequence and an MHC pseudo amino acid sequence, predict their binding affinity value. This is MHC class I binding data. (1) The peptide sequence is SGYLELDTI. The MHC is Patr-B2401 with pseudo-sequence Patr-B2401. The binding affinity (normalized) is 0.240. (2) The peptide sequence is YHSQGSWYK. The MHC is HLA-B58:01 with pseudo-sequence HLA-B58:01. The binding affinity (normalized) is 0.0847. (3) The binding affinity (normalized) is 0.243. The peptide sequence is KNKWRMLIDF. The MHC is Mamu-B03 with pseudo-sequence Mamu-B03. (4) The peptide sequence is RRHGMAWRQ. The MHC is HLA-B48:01 with pseudo-sequence HLA-B48:01. The binding affinity (normalized) is 0.0847. (5) The peptide sequence is GHFPLQHAL. The MHC is HLA-A68:02 with pseudo-sequence HLA-A68:02. The binding affinity (normalized) is 0.0847.